This data is from Full USPTO retrosynthesis dataset with 1.9M reactions from patents (1976-2016). The task is: Predict the reactants needed to synthesize the given product. (1) Given the product [F:1][C:2]1[CH:7]=[C:6]([N+:8]([O-:10])=[O:9])[CH:5]=[C:4]([F:11])[C:3]=1[CH:12]([CH3:18])[C:13]([OH:15])=[O:14], predict the reactants needed to synthesize it. The reactants are: [F:1][C:2]1[CH:7]=[C:6]([N+:8]([O-:10])=[O:9])[CH:5]=[C:4]([F:11])[C:3]=1[C:12](C)([C:18](OCC)=O)[C:13]([O:15]CC)=[O:14].S(=O)(=O)(O)O.O. (2) Given the product [CH3:1][O:2][C:3](=[O:10])[C:4]([CH3:9])=[CH:5][CH:6]([S:26][C:23]1[CH:24]=[CH:25][C:20]([N:19]([CH3:27])[CH3:18])=[CH:21][CH:22]=1)[CH3:7], predict the reactants needed to synthesize it. The reactants are: [CH3:1][O:2][C:3](=[O:10])[C:4]([CH3:9])=[CH:5][CH:6](Br)[CH3:7].C(N(CC)CC)C.[CH3:18][N:19]([CH3:27])[C:20]1[CH:25]=[CH:24][C:23]([SH:26])=[CH:22][CH:21]=1.